This data is from Catalyst prediction with 721,799 reactions and 888 catalyst types from USPTO. The task is: Predict which catalyst facilitates the given reaction. (1) Product: [CH3:18][O:17][C:13]1[CH:14]=[C:15]2[C:10](=[CH:11][C:12]=1[O:19][CH3:20])[C:9]([CH3:21])=[N:8][C:7]([C:26]1[CH:25]=[CH:24][C:33]3[C:28](=[CH:29][CH:30]=[CH:31][CH:32]=3)[CH:27]=1)=[CH:16]2. The catalyst class is: 11. Reactant: FC(F)(F)S(O[C:7]1[N:8]=[C:9]([CH3:21])[C:10]2[C:15]([CH:16]=1)=[CH:14][C:13]([O:17][CH3:18])=[C:12]([O:19][CH3:20])[CH:11]=2)(=O)=O.[CH:24]1[C:33]2[C:28](=[CH:29][CH:30]=[CH:31][CH:32]=2)[CH:27]=[CH:26][C:25]=1B(O)O.C([O-])([O-])=O.[Na+].[Na+].CCOC(C)=O. (2) Reactant: [F:1][C:2]1[CH:3]=[C:4]([CH:36]=[CH:37][C:38]=1[F:39])[CH2:5][N:6]1[C:15](=[O:16])[C:14]([C:17]2[NH:22][C:21]3[CH:23]=[CH:24][C:25]([NH:27][S:28]([CH3:31])(=[O:30])=[O:29])=[CH:26][C:20]=3[S:19](=[O:33])(=[O:32])[N:18]=2)=[C:13]([OH:34])[C@H:12]2[C@@H:7]1[C@H:8]1[CH2:35][C@@H:11]2[CH2:10][CH2:9]1.[C:40](=O)([O-])[O-].[K+].[K+].IC. Product: [F:1][C:2]1[CH:3]=[C:4]([CH:36]=[CH:37][C:38]=1[F:39])[CH2:5][N:6]1[C:15](=[O:16])[C:14]([C:17]2[NH:22][C:21]3[CH:23]=[CH:24][C:25]([N:27]([CH3:40])[S:28]([CH3:31])(=[O:29])=[O:30])=[CH:26][C:20]=3[S:19](=[O:33])(=[O:32])[N:18]=2)=[C:13]([OH:34])[C@H:12]2[C@@H:7]1[C@H:8]1[CH2:35][C@@H:11]2[CH2:10][CH2:9]1.[F:1][C:2]1[CH:3]=[C:4]([CH:36]=[CH:37][C:38]=1[F:39])[CH2:5][N:6]1[C:15](=[O:16])[C:14]([C:17]2[N:22]([N:18]([CH3:17])[S:19]([CH3:20])(=[O:33])=[O:32])[C:21]3[CH:23]=[CH:24][CH:25]=[CH:26][C:20]=3[S:19](=[O:32])(=[O:33])[N:18]=2)=[C:13]([OH:34])[C@H:12]2[C@@H:7]1[C@H:8]1[CH2:35][C@@H:11]2[CH2:10][CH2:9]1. The catalyst class is: 9.